This data is from Full USPTO retrosynthesis dataset with 1.9M reactions from patents (1976-2016). The task is: Predict the reactants needed to synthesize the given product. (1) Given the product [Br:8][C:9]1[CH:14]=[CH:13][C:12]2[N:15]=[C:3]([C:2]([CH3:7])([CH3:6])[CH3:1])[N:16]([CH3:17])[C:11]=2[CH:10]=1, predict the reactants needed to synthesize it. The reactants are: [CH3:1][C:2]([CH3:7])([CH3:6])[C:3](O)=O.[Br:8][C:9]1[CH:10]=[C:11]([NH:16][CH3:17])[C:12]([NH2:15])=[CH:13][CH:14]=1.O=P(Cl)(Cl)Cl. (2) The reactants are: O[C@@H:2]1[CH2:19][C@@:17]2([CH3:18])[C@@H:13]([CH:14]=[CH:15][C:16]2=[O:20])[C@H:12]2[C@H:3]1[C@:4]1([CH3:22])[CH:9]([CH2:10][CH2:11]2)[CH2:8][C:7](=[O:21])[CH2:6][CH2:5]1.O.[C:24]1(C)C(S(O)(=O)=O)=CC=C[CH:29]=1.C(OCC)(OCC)OCC. Given the product [CH2:24]([O:21][C:7]1[CH2:6][CH2:5][C@@:4]2([CH3:22])[C:9](=[CH:10][CH2:11][C@@H:12]3[C@@H:3]2[CH2:2][CH2:19][C@@:17]2([CH3:18])[C@H:13]3[CH2:14][CH2:15][C:16]2=[O:20])[CH:8]=1)[CH3:29], predict the reactants needed to synthesize it. (3) Given the product [C:1]([NH:9][C:10]1[S:11][CH2:18][C@@H:17]2[CH2:16][N:15]([C:20]([O:22][C:23]([CH3:26])([CH3:25])[CH3:24])=[O:21])[CH2:14][C@:13]2([C:27]2[S:28][CH:29]=[CH:30][CH:31]=2)[N:12]=1)(=[O:8])[C:2]1[CH:3]=[CH:4][CH:5]=[CH:6][CH:7]=1, predict the reactants needed to synthesize it. The reactants are: [C:1]([NH:9][C:10]([NH:12][C:13]1([C:27]2[S:28][CH:29]=[CH:30][CH:31]=2)[CH:17]([CH2:18]O)[CH2:16][N:15]([C:20]([O:22][C:23]([CH3:26])([CH3:25])[CH3:24])=[O:21])[CH2:14]1)=[S:11])(=[O:8])[C:2]1[CH:7]=[CH:6][CH:5]=[CH:4][CH:3]=1.ClC(N(C)C)=C(C)C.C(=O)(O)[O-].[Na+]. (4) Given the product [CH2:39]([N:36]([CH2:37][CH3:38])[C:33]1[CH:34]=[CH:35][C:30]([NH:29][C:28]([NH:16][CH:13]2[CH2:14][CH2:15][N:11]([C:5]3[C:6]4[S:10][CH:9]=[CH:8][C:7]=4[N:2]=[CH:3][N:4]=3)[CH2:12]2)=[O:27])=[CH:31][CH:32]=1)[CH3:40], predict the reactants needed to synthesize it. The reactants are: Cl.[N:2]1[C:7]2[CH:8]=[CH:9][S:10][C:6]=2[C:5]([N:11]2[CH2:15][CH2:14][CH:13]([NH2:16])[CH2:12]2)=[N:4][CH:3]=1.Cl.[N+](C1C=CC([O:27][C:28](=O)[NH:29][C:30]2[CH:35]=[CH:34][C:33]([N:36]([CH2:39][CH3:40])[CH2:37][CH3:38])=[CH:32][CH:31]=2)=CC=1)([O-])=O. (5) Given the product [CH3:1][O:2][C:3](=[O:14])[CH2:4][C:5]1[CH:10]=[C:9]([B:15]2[O:19][C:18]([CH3:21])([CH3:20])[C:17]([CH3:23])([CH3:22])[O:16]2)[CH:8]=[CH:7][C:6]=1[O:12][CH3:13], predict the reactants needed to synthesize it. The reactants are: [CH3:1][O:2][C:3](=[O:14])[CH2:4][C:5]1[CH:10]=[C:9](Br)[CH:8]=[CH:7][C:6]=1[O:12][CH3:13].[B:15]1([B:15]2[O:19][C:18]([CH3:21])([CH3:20])[C:17]([CH3:23])([CH3:22])[O:16]2)[O:19][C:18]([CH3:21])([CH3:20])[C:17]([CH3:23])([CH3:22])[O:16]1. (6) Given the product [CH3:30][O:29][C:22]1[CH:23]=[C:24]([CH:27]=[CH:28][C:21]=1[O:19][CH2:18][CH:15]1[CH2:16][CH2:17][N:12]([CH3:11])[CH2:13][CH2:14]1)[C:25]#[N:26], predict the reactants needed to synthesize it. The reactants are: C[Si]([N-][Si](C)(C)C)(C)C.[Na+].[CH3:11][N:12]1[CH2:17][CH2:16][CH:15]([CH2:18][OH:19])[CH2:14][CH2:13]1.F[C:21]1[CH:28]=[CH:27][C:24]([C:25]#[N:26])=[CH:23][C:22]=1[O:29][CH3:30].O. (7) Given the product [C:41]([O:15][C@H:11]([C@@H:10]([O:24][C:34](=[O:1])[C:33]1[CH:32]=[CH:37][CH:38]=[CH:39][CH:35]=1)[C:25]([OH:27])=[O:26])[C:12]([OH:14])=[O:13])(=[O:43])[C:42]1[CH:39]=[CH:35][CH:33]=[CH:34][CH:29]=1.[Br:28][C:29]1[CH:30]=[N:31][CH:32]=[C:33]([C@@H:35]2[CH2:39][CH2:38][CH2:37][N:36]2[CH3:40])[CH:34]=1, predict the reactants needed to synthesize it. The reactants are: [OH2:1].C([C@@:10]([C:25]([OH:27])=[O:26])([OH:24])[C@@:11](C(=O)C1C=CC=CC=1)([OH:15])[C:12]([OH:14])=[O:13])(=O)C1C=CC=CC=1.[Br:28][C:29]1[CH:30]=[N:31][CH:32]=[C:33]([C@@H:35]2[CH2:39][CH2:38][CH2:37][N:36]2[CH3:40])[CH:34]=1.[CH2:41]([OH:43])[CH3:42].